This data is from Forward reaction prediction with 1.9M reactions from USPTO patents (1976-2016). The task is: Predict the product of the given reaction. (1) Given the reactants [CH:1]([CH:3]([C:10]#[N:11])[C:4]1[CH:9]=[CH:8][CH:7]=[CH:6][CH:5]=1)=[CH2:2].[C:12]1([N:18]([C:27]2[CH:32]=[CH:31][CH:30]=[CH:29][CH:28]=2)[C:19]2[CH:26]=[CH:25]C(C=O)=[CH:21][CH:20]=2)[CH:17]=[CH:16][CH:15]=[CH:14][CH:13]=1.N1CC[CH2:35][CH2:34]1.CC(=O)OCC, predict the reaction product. The product is: [C:27]1([N:18]([C:12]2[CH:13]=[CH:14][CH:15]=[CH:16][CH:17]=2)[C:19]2[CH:26]=[CH:25][C:2](/[CH:1]=[C:3](/[C:4]3[CH:9]=[CH:8][C:7]([CH:34]=[CH2:35])=[CH:6][CH:5]=3)\[C:10]#[N:11])=[CH:21][CH:20]=2)[CH:28]=[CH:29][CH:30]=[CH:31][CH:32]=1. (2) Given the reactants [S:1]1[C:5]2[CH:6]=[CH:7][CH:8]=[CH:9][C:4]=2[C:3]([N:10]2[CH2:15][CH2:14][N:13]([CH2:16][CH2:17][C:18]3[CH:23]=[CH:22][C:21]([NH2:24])=[CH:20][CH:19]=3)[CH2:12][CH2:11]2)=[N:2]1.C(N(CC)CC)C.[CH3:32][C:33]([CH3:38])([CH3:37])[C:34](Cl)=[O:35], predict the reaction product. The product is: [S:1]1[C:5]2[CH:6]=[CH:7][CH:8]=[CH:9][C:4]=2[C:3]([N:10]2[CH2:11][CH2:12][N:13]([CH2:16][CH2:17][C:18]3[CH:19]=[CH:20][C:21]([NH:24][C:34](=[O:35])[C:33]([CH3:38])([CH3:37])[CH3:32])=[CH:22][CH:23]=3)[CH2:14][CH2:15]2)=[N:2]1. (3) Given the reactants [Cl:1][C:2]1[CH:3]=[C:4]([C:9](=O)[CH2:10][C:11]#[N:12])[CH:5]=[CH:6][C:7]=1[Cl:8].[NH2:14][C:15]1[NH:19][N:18]=[C:17]([C:20]([OH:22])=[O:21])[CH:16]=1, predict the reaction product. The product is: [NH2:12][C:11]1[N:19]2[N:18]=[C:17]([C:20]([OH:22])=[O:21])[CH:16]=[C:15]2[N:14]=[C:9]([C:4]2[CH:5]=[CH:6][C:7]([Cl:8])=[C:2]([Cl:1])[CH:3]=2)[CH:10]=1. (4) Given the reactants FC1C=CC([N:8]([CH3:32])[C:9]([C:11]2[C:16]([CH3:17])=[CH:15][C:14]([N:18]3[CH2:23][CH2:22][O:21][CH2:20][CH2:19]3)=[CH:13][C:12]=2OS(C(F)(F)F)(=O)=O)=[O:10])=CC=1.[F-:33].[K+].[Br-].[K+].[CH:37]1(B(O)O)[CH2:39][CH2:38]1, predict the reaction product. The product is: [F:33][C:11]1[CH:16]=[CH:15][C:14]([CH2:32][NH:8][C:9](=[O:10])[C:11]2[C:16]([CH3:17])=[CH:15][C:14]([N:18]3[CH2:23][CH2:22][O:21][CH2:20][CH2:19]3)=[CH:13][C:12]=2[CH:37]2[CH2:39][CH2:38]2)=[CH:13][CH:12]=1. (5) Given the reactants C([O:4][C@H:5]1[C@@H:31]([O:32]C(=O)C)[C@H:30]([O:36]C(=O)C)[C@@H:29]([CH2:40][O:41]C(=O)C)[O:28][C@@H:6]1[O:7][C:8]1[C:13]([Cl:14])=[CH:12][C:11]([N:15]2[C:23]3[C:18](=[CH:19][C:20]([N+:24]([O-:26])=[O:25])=[CH:21][CH:22]=3)[CH:17]=[CH:16]2)=[CH:10][C:9]=1[Cl:27])(=O)C.C([O-])([O-])=O.[K+].[K+], predict the reaction product. The product is: [O:7]([C:8]1[C:13]([Cl:14])=[CH:12][C:11]([N:15]2[C:23]3[C:18](=[CH:19][C:20]([N+:24]([O-:26])=[O:25])=[CH:21][CH:22]=3)[CH:17]=[CH:16]2)=[CH:10][C:9]=1[Cl:27])[C@H:6]1[O:28][C@H:29]([CH2:40][OH:41])[C@@H:30]([OH:36])[C@H:31]([OH:32])[C@@H:5]1[OH:4]. (6) Given the reactants [Cl:1][C:2]1[N:11]=[C:10](Cl)[C:9]2[C:4](=[CH:5][CH:6]=[CH:7][CH:8]=2)[N:3]=1.[NH:13]1[CH2:18][CH2:17][CH2:16][CH2:15][CH2:14]1.[CH3:19][C:20]1[CH:24]=[C:23]([CH3:25])[NH:22][N:21]=1, predict the reaction product. The product is: [ClH:1].[CH3:19][C:20]1[CH:24]=[C:23]([CH3:25])[N:22]([C:2]2[N:11]=[C:10]([N:13]3[CH2:18][CH2:17][CH2:16][CH2:15][CH2:14]3)[C:9]3[C:4](=[CH:5][CH:6]=[CH:7][CH:8]=3)[N:3]=2)[N:21]=1.